From a dataset of Reaction yield outcomes from USPTO patents with 853,638 reactions. Predict the reaction yield, written as a fraction of the theoretical maximum amount of product (1.0 means a 100% yield; for example, 0.34 means a 34% yield). (1) The reactants are [CH2:1]([O:3][C:4]([C:6]1[CH:7]=[C:8]2[C:13](=[CH:14][CH:15]=1)[NH:12][CH:11]([C:16]1[CH:17]=[N:18][CH:19]=[C:20]([Br:22])[CH:21]=1)[C:10]([CH3:24])([CH3:23])[CH:9]2O)=[O:5])[CH3:2].C([SiH](CC)CC)C. The catalyst is FC(F)(F)C(O)=O. The product is [CH2:1]([O:3][C:4]([C:6]1[CH:7]=[C:8]2[C:13](=[CH:14][CH:15]=1)[NH:12][CH:11]([C:16]1[CH:17]=[N:18][CH:19]=[C:20]([Br:22])[CH:21]=1)[C:10]([CH3:23])([CH3:24])[CH2:9]2)=[O:5])[CH3:2]. The yield is 0.280. (2) The reactants are [Cl:1][C:2]1[CH:7]=[C:6]([NH:8][C:9]2[C:18]3[C:13](=[CH:14][CH:15]=[CH:16][C:17]=3[O:19][CH2:20][CH:21]3[CH2:26][CH2:25][N:24]([C:27](=[O:30])[CH2:28][OH:29])[CH2:23][CH2:22]3)[N:12]=[CH:11][N:10]=2)[CH:5]=[CH:4][C:3]=1[OH:31].Cl.[N:33]1[CH:38]=[CH:37][CH:36]=[CH:35][C:34]=1[CH2:39]Cl. No catalyst specified. The product is [Cl:1][C:2]1[CH:7]=[C:6]([NH:8][C:9]2[C:18]3[C:13](=[CH:14][CH:15]=[CH:16][C:17]=3[O:19][CH2:20][CH:21]3[CH2:26][CH2:25][N:24]([C:27](=[O:30])[CH2:28][OH:29])[CH2:23][CH2:22]3)[N:12]=[CH:11][N:10]=2)[CH:5]=[CH:4][C:3]=1[O:31][CH2:39][C:34]1[CH:35]=[CH:36][CH:37]=[CH:38][N:33]=1. The yield is 0.320. (3) The reactants are [Cl:1][C:2]1[N:7]=[C:6]([Cl:8])[CH:5]=[C:4](Cl)[N:3]=1.C(N(CC)CC)C.[CH3:17][NH:18][CH:19]1[CH2:24][CH2:23][O:22][CH2:21][CH2:20]1. The catalyst is CCO. The product is [Cl:1][C:2]1[N:3]=[C:4]([N:18]([CH3:17])[CH:19]2[CH2:24][CH2:23][O:22][CH2:21][CH2:20]2)[CH:5]=[C:6]([Cl:8])[N:7]=1. The yield is 0.600. (4) The reactants are C([S@]([NH:7][C@@H:8]([C:10]1[CH:15]=[CH:14][C:13]([NH:16][S:17]([CH3:20])(=[O:19])=[O:18])=[C:12]([CH2:21][OH:22])[CH:11]=1)[CH3:9])=O)(C)(C)C.[ClH:23].CO. The catalyst is CO. The product is [ClH:23].[NH2:7][C@@H:8]([C:10]1[CH:15]=[CH:14][C:13]([NH:16][S:17]([CH3:20])(=[O:19])=[O:18])=[C:12]([CH2:21][OH:22])[CH:11]=1)[CH3:9]. The yield is 0.870. (5) The reactants are [C:1]([Cl:4])(=O)C.[NH2:5][C:6]1([C:9]([OH:11])=[O:10])[CH2:8][CH2:7]1. The catalyst is CO. The product is [ClH:4].[NH2:5][C:6]1([C:9]([O:11][CH3:1])=[O:10])[CH2:8][CH2:7]1. The yield is 1.00. (6) The reactants are [NH2:1][C:2]1[CH:3]=[C:4]([OH:8])[CH:5]=[CH:6][CH:7]=1.[F:9][C:10]([F:23])([O:14][C:15]1[CH:16]=[C:17]([CH:20]=[CH:21][CH:22]=1)[CH:18]=O)[CH:11]([F:13])[F:12].C(O[BH-](OC(=O)C)OC(=O)C)(=O)C.[Na+].C(O)(=O)C. The catalyst is ClCCCl. The product is [F:9][C:10]([F:23])([O:14][C:15]1[CH:16]=[C:17]([CH2:18][NH:1][C:2]2[CH:3]=[C:4]([OH:8])[CH:5]=[CH:6][CH:7]=2)[CH:20]=[CH:21][CH:22]=1)[CH:11]([F:12])[F:13]. The yield is 0.830. (7) The reactants are [CH3:1][O:2][C:3]1[CH:4]=[C:5]2[C:10](=[CH:11][C:12]=1[O:13][CH3:14])[N:9]=[CH:8][N:7]=[C:6]2[O:15][C:16]1[CH:22]=[CH:21][C:19]([NH2:20])=[CH:18][CH:17]=1.C1(C)C=CC=CC=1.C(N(CC)CC)C.ClC(Cl)(O[C:41](=[O:47])[O:42][C:43](Cl)(Cl)Cl)Cl.[CH3:49][O:50][C:51]1[CH:52]=[C:53]([CH:59]=[CH:60][CH:61]=1)[O:54][CH2:55][CH2:56]CO. The catalyst is C(Cl)Cl. The product is [CH3:1][O:2][C:3]1[CH:4]=[C:5]2[C:10](=[CH:11][C:12]=1[O:13][CH3:14])[N:9]=[CH:8][N:7]=[C:6]2[O:15][C:16]1[CH:22]=[CH:21][C:19]([NH:20][C:41](=[O:47])[O:42][CH2:43][CH2:56][CH2:55][O:54][C:53]2[CH:59]=[CH:60][CH:61]=[C:51]([O:50][CH3:49])[CH:52]=2)=[CH:18][CH:17]=1. The yield is 0.350. (8) The reactants are [Cl-].[Ca+2].[Cl-].[BH4-].[Na+].O1CCCC1.[O:11]=[C:12]([NH:21][C@@H:22]1[CH2:27][CH2:26][CH2:25][CH2:24][C@@H:23]1[C:28]([N:30]1[C@@H:42]2[C@@H:33]([C@H:34]([C:43]3[CH:48]=[CH:47][CH:46]=[CH:45][CH:44]=3)[NH:35][C:36]3[CH:37]=[CH:38][CH:39]=[CH:40][C:41]=32)[CH2:32][CH2:31]1)=[O:29])[CH2:13][CH2:14][CH2:15][CH2:16][C:17](OC)=[O:18]. The catalyst is O.C(O)C. The product is [OH:18][CH2:17][CH2:16][CH2:15][CH2:14][CH2:13][C:12]([NH:21][C@@H:22]1[CH2:27][CH2:26][CH2:25][CH2:24][C@@H:23]1[C:28]([N:30]1[C@@H:42]2[C@@H:33]([C@H:34]([C:43]3[CH:48]=[CH:47][CH:46]=[CH:45][CH:44]=3)[NH:35][C:36]3[CH:37]=[CH:38][CH:39]=[CH:40][C:41]=32)[CH2:32][CH2:31]1)=[O:29])=[O:11]. The yield is 0.920. (9) The reactants are [CH3:1][O:2][C:3]([C:5]1[CH:15]=[C:14]([OH:16])[C:8]2[CH2:9][C:10]([CH3:13])([CH3:12])[O:11][C:7]=2[CH:6]=1)=[O:4].[CH:30]1[CH:35]=[CH:34][C:33](P([C:30]2[CH:35]=[CH:34][CH:33]=[CH:32][CH:31]=2)[C:30]2[CH:35]=[CH:34][CH:33]=[CH:32][CH:31]=2)=[CH:32][CH:31]=1.[CH3:36][CH:37](OC(/N=N/C(OC(C)C)=O)=O)[CH3:38]. The catalyst is C(Cl)Cl. The product is [CH3:1][O:2][C:3]([C:5]1[CH:15]=[C:14]([O:16][C@@H:37]([CH3:38])[CH2:36][C:30]2[CH:31]=[CH:32][CH:33]=[CH:34][CH:35]=2)[C:8]2[CH2:9][C:10]([CH3:13])([CH3:12])[O:11][C:7]=2[CH:6]=1)=[O:4]. The yield is 0.800. (10) The reactants are [NH2:1][C:2]1[CH:6]=CNN=1.CO[C:9](=[O:20])[C:10]1[CH:15]=[CH:14][CH:13]=[CH:12][C:11]=1[C:16]([F:19])([F:18])[F:17]. No catalyst specified. The product is [O:20]=[C:9]([C:10]1[CH:15]=[CH:14][CH:13]=[CH:12][C:11]=1[C:16]([F:17])([F:18])[F:19])[CH2:6][C:2]#[N:1]. The yield is 0.940.